From a dataset of Full USPTO retrosynthesis dataset with 1.9M reactions from patents (1976-2016). Predict the reactants needed to synthesize the given product. (1) Given the product [F:1][C:2]1[CH:3]=[C:4]([S:9]([N:13]2[CH2:18][CH2:17][O:16][CH2:15][CH2:14]2)(=[O:11])=[O:10])[CH:5]=[CH:6][C:7]=1[F:8], predict the reactants needed to synthesize it. The reactants are: [F:1][C:2]1[CH:3]=[C:4]([S:9](Cl)(=[O:11])=[O:10])[CH:5]=[CH:6][C:7]=1[F:8].[NH:13]1[CH2:18][CH2:17][O:16][CH2:15][CH2:14]1. (2) The reactants are: [CH2:1]([O:8][C:9]1[C:10]([O:31][CH3:32])=[N:11][C:12]2[C:17]([C:18]=1[Cl:19])=[CH:16][C:15]([CH:20]([C:22]1[C:23]([CH3:29])=[N:24][N:25]([CH3:28])[C:26]=1[CH3:27])[OH:21])=[CH:14][C:13]=2[CH3:30])[C:2]1[CH:7]=[CH:6][CH:5]=[CH:4][CH:3]=1. Given the product [CH2:1]([O:8][C:9]1[C:10]([O:31][CH3:32])=[N:11][C:12]2[C:17]([C:18]=1[Cl:19])=[CH:16][C:15]([C:20]([C:22]1[C:23]([CH3:29])=[N:24][N:25]([CH3:28])[C:26]=1[CH3:27])=[O:21])=[CH:14][C:13]=2[CH3:30])[C:2]1[CH:7]=[CH:6][CH:5]=[CH:4][CH:3]=1, predict the reactants needed to synthesize it. (3) Given the product [F:33][C:34]([F:39])([F:38])[C:35]([OH:37])=[O:36].[NH2:24][CH2:23][CH2:22][CH2:21][CH2:20][N:13]1[C:12](=[O:32])[C:11]2[C:15](=[CH:16][CH:17]=[CH:18][C:10]=2[NH:9][C:7]([C:5]2[S:6][C:2]([Cl:1])=[CH:3][CH:4]=2)=[O:8])[C:14]1=[O:19], predict the reactants needed to synthesize it. The reactants are: [Cl:1][C:2]1[S:6][C:5]([C:7]([NH:9][C:10]2[CH:18]=[CH:17][CH:16]=[C:15]3[C:11]=2[C:12](=[O:32])[N:13]([CH2:20][CH2:21][CH2:22][CH2:23][NH:24]C(=O)OC(C)(C)C)[C:14]3=[O:19])=[O:8])=[CH:4][CH:3]=1.[F:33][C:34]([F:39])([F:38])[C:35]([OH:37])=[O:36]. (4) Given the product [CH3:1][O:2][C:3](=[O:17])/[C:4](/[C:6]1[CH:11]=[CH:10][C:9]([S:12]([CH3:15])(=[O:14])=[O:13])=[C:8]([Cl:16])[CH:7]=1)=[N:24]/[O:23][CH2:19][CH:20]([CH3:22])[CH3:21], predict the reactants needed to synthesize it. The reactants are: [CH3:1][O:2][C:3](=[O:17])[C:4]([C:6]1[CH:11]=[CH:10][C:9]([S:12]([CH3:15])(=[O:14])=[O:13])=[C:8]([Cl:16])[CH:7]=1)=O.Cl.[CH2:19]([O:23][NH2:24])[CH:20]([CH3:22])[CH3:21]. (5) Given the product [F:1][C:2]1[CH:10]=[C:9]2[C:5]([CH2:6][CH2:7][N:8]2[CH:11]2[CH2:12][CH2:13][N:14]([C:17]3[N:22]=[N:21][C:20]([C:23]4[CH:24]=[N:25][N:26]([CH2:28][CH2:29][OH:30])[CH:27]=4)=[CH:19][CH:18]=3)[CH2:15][CH2:16]2)=[CH:4][CH:3]=1, predict the reactants needed to synthesize it. The reactants are: [F:1][C:2]1[CH:10]=[C:9]2[C:5]([CH2:6][CH2:7][N:8]2[CH:11]2[CH2:16][CH2:15][N:14]([C:17]3[N:22]=[N:21][C:20]([C:23]4[CH:24]=[N:25][N:26]([CH2:28][C:29](OCC)=[O:30])[CH:27]=4)=[CH:19][CH:18]=3)[CH2:13][CH2:12]2)=[CH:4][CH:3]=1.[BH4-].[Na+].C(Cl)Cl.O.